From a dataset of Forward reaction prediction with 1.9M reactions from USPTO patents (1976-2016). Predict the product of the given reaction. (1) Given the reactants [NH:1]1[CH2:6][CH2:5][CH2:4][CH2:3][CH2:2]1.C(OC([NH:14][CH2:15][C:16]1[CH:24]=[CH:23][C:19]([C:20](O)=[O:21])=[CH:18][CH:17]=1)=O)(C)(C)C, predict the reaction product. The product is: [N:1]1([C:20]([C:19]2[CH:23]=[CH:24][C:16]([CH2:15][NH2:14])=[CH:17][CH:18]=2)=[O:21])[CH2:6][CH2:5][CH2:4][CH2:3][CH2:2]1. (2) Given the reactants Br[C:2]1[CH:3]=[C:4]([CH:17]=[CH:18][C:19]=1[F:20])[CH2:5][C:6]1[C:15]2[CH2:14][CH2:13][CH2:12][CH2:11][C:10]=2[C:9](=[O:16])[NH:8][N:7]=1.[Cu][C:22]#[N:23], predict the reaction product. The product is: [F:20][C:19]1[CH:18]=[CH:17][C:4]([CH2:5][C:6]2[C:15]3[CH2:14][CH2:13][CH2:12][CH2:11][C:10]=3[C:9](=[O:16])[NH:8][N:7]=2)=[CH:3][C:2]=1[C:22]#[N:23]. (3) Given the reactants [Cl:1][C:2]1[CH:3]=[CH:4][C:5]2[N:11]3[C:12]([CH3:15])=[N:13][N:14]=[C:10]3[CH:9]([CH2:16][CH2:17]O)[O:8][CH:7]([C:19]3[CH:24]=[CH:23][CH:22]=[C:21]([O:25][CH3:26])[C:20]=3[O:27][CH3:28])[C:6]=2[CH:29]=1.CS(Cl)(=O)=O.[NH:35]1[C:39]([CH2:40][C:41]([O:43][CH2:44][CH3:45])=[O:42])=[N:38][N:37]=[N:36]1.C(=O)([O-])[O-].[K+].[K+], predict the reaction product. The product is: [Cl:1][C:2]1[CH:3]=[CH:4][C:5]2[N:11]3[C:12]([CH3:15])=[N:13][N:14]=[C:10]3[CH:9]([CH2:16][CH2:17][N:37]3[NH:36][N:35]=[C:39]([CH2:40][C:41]([O:43][CH2:44][CH3:45])=[O:42])[NH:38]3)[O:8][CH:7]([C:19]3[CH:24]=[CH:23][CH:22]=[C:21]([O:25][CH3:26])[C:20]=3[O:27][CH3:28])[C:6]=2[CH:29]=1. (4) Given the reactants [C:1]([C:3]1[CH:8]=[CH:7][C:6]([N:9]2[C:13]([C:14]3[C:15](=[O:33])[N:16]([CH3:32])[C:17](=[O:31])[N:18]([C:21]4[CH:26]=[CH:25][CH:24]=[C:23]([C:27]([F:30])([F:29])[F:28])[CH:22]=4)[C:19]=3[CH3:20])=[C:12]([S:34](Cl)(=[O:36])=[O:35])[CH:11]=[N:10]2)=[CH:5][CH:4]=1)#[N:2].O.[NH3:39], predict the reaction product. The product is: [C:1]([C:3]1[CH:8]=[CH:7][C:6]([N:9]2[C:13]([C:14]3[C:15](=[O:33])[N:16]([CH3:32])[C:17](=[O:31])[N:18]([C:21]4[CH:26]=[CH:25][CH:24]=[C:23]([C:27]([F:30])([F:29])[F:28])[CH:22]=4)[C:19]=3[CH3:20])=[C:12]([S:34]([NH2:39])(=[O:36])=[O:35])[CH:11]=[N:10]2)=[CH:5][CH:4]=1)#[N:2]. (5) Given the reactants Cl[CH2:2][C:3]1[CH:4]=[CH:5][C:6]2[S:10][CH:9]=[C:8]([C:11]3[CH:25]=[CH:24][C:14]([O:15][CH2:16][C:17]4([CH3:23])[CH2:20][S:19](=[O:22])(=[O:21])[CH2:18]4)=[CH:13][C:12]=3[CH3:26])[C:7]=2[CH:27]=1.[OH:28][C:29]1[CH:34]=[CH:33][C:32]([C@@H:35]([C:42]#[C:43][CH3:44])[CH2:36][C:37]([O:39][CH2:40][CH3:41])=[O:38])=[CH:31][CH:30]=1, predict the reaction product. The product is: [CH3:26][C:12]1[CH:13]=[C:14]([O:15][CH2:16][C:17]2([CH3:23])[CH2:18][S:19](=[O:22])(=[O:21])[CH2:20]2)[CH:24]=[CH:25][C:11]=1[C:8]1[C:7]2[CH:27]=[C:3]([CH2:2][O:28][C:29]3[CH:30]=[CH:31][C:32]([C@@H:35]([C:42]#[C:43][CH3:44])[CH2:36][C:37]([O:39][CH2:40][CH3:41])=[O:38])=[CH:33][CH:34]=3)[CH:4]=[CH:5][C:6]=2[S:10][CH:9]=1. (6) Given the reactants [NH2:1][C:2]1[CH:6]=[CH:5][N:4]([CH2:7][CH2:8][CH2:9][OH:10])[N:3]=1.N1C(C)=CC=CC=1C.[Cl:19][C:20]1[CH:21]=[C:22]([C@@H:30]([CH2:34][C@H:35]2[CH2:39][CH2:38][C:37](=[O:40])[CH2:36]2)[C:31](Cl)=[O:32])[CH:23]=[CH:24][C:25]=1[S:26]([CH3:29])(=[O:28])=[O:27], predict the reaction product. The product is: [Cl:19][C:20]1[CH:21]=[C:22]([C@@H:30]([CH2:34][C@H:35]2[CH2:39][CH2:38][C:37](=[O:40])[CH2:36]2)[C:31]([NH:1][C:2]2[CH:6]=[CH:5][N:4]([CH2:7][CH2:8][CH2:9][OH:10])[N:3]=2)=[O:32])[CH:23]=[CH:24][C:25]=1[S:26]([CH3:29])(=[O:28])=[O:27].